From a dataset of NCI-60 drug combinations with 297,098 pairs across 59 cell lines. Regression. Given two drug SMILES strings and cell line genomic features, predict the synergy score measuring deviation from expected non-interaction effect. (1) Drug 1: CC(CN1CC(=O)NC(=O)C1)N2CC(=O)NC(=O)C2. Cell line: KM12. Synergy scores: CSS=18.1, Synergy_ZIP=-10.8, Synergy_Bliss=-12.7, Synergy_Loewe=-11.6, Synergy_HSA=-9.41. Drug 2: CC12CCC3C(C1CCC2OP(=O)(O)O)CCC4=C3C=CC(=C4)OC(=O)N(CCCl)CCCl.[Na+]. (2) Drug 1: CCCS(=O)(=O)NC1=C(C(=C(C=C1)F)C(=O)C2=CNC3=C2C=C(C=N3)C4=CC=C(C=C4)Cl)F. Drug 2: C1=NC2=C(N1)C(=S)N=CN2. Cell line: HOP-92. Synergy scores: CSS=-2.96, Synergy_ZIP=-11.1, Synergy_Bliss=-25.2, Synergy_Loewe=-42.7, Synergy_HSA=-26.1. (3) Drug 1: CC1=CC2C(CCC3(C2CCC3(C(=O)C)OC(=O)C)C)C4(C1=CC(=O)CC4)C. Drug 2: C1C(C(OC1N2C=NC3=C2NC=NCC3O)CO)O. Cell line: NCI-H460. Synergy scores: CSS=1.43, Synergy_ZIP=-0.614, Synergy_Bliss=-0.410, Synergy_Loewe=-0.830, Synergy_HSA=-0.550. (4) Drug 1: COC1=CC(=CC(=C1O)OC)C2C3C(COC3=O)C(C4=CC5=C(C=C24)OCO5)OC6C(C(C7C(O6)COC(O7)C8=CC=CS8)O)O. Drug 2: CC1C(C(CC(O1)OC2CC(CC3=C2C(=C4C(=C3O)C(=O)C5=CC=CC=C5C4=O)O)(C(=O)C)O)N)O. Cell line: 786-0. Synergy scores: CSS=65.2, Synergy_ZIP=5.50, Synergy_Bliss=5.46, Synergy_Loewe=3.53, Synergy_HSA=8.53. (5) Drug 1: CN(CC1=CN=C2C(=N1)C(=NC(=N2)N)N)C3=CC=C(C=C3)C(=O)NC(CCC(=O)O)C(=O)O. Drug 2: CCC1(CC2CC(C3=C(CCN(C2)C1)C4=CC=CC=C4N3)(C5=C(C=C6C(=C5)C78CCN9C7C(C=CC9)(C(C(C8N6C=O)(C(=O)OC)O)OC(=O)C)CC)OC)C(=O)OC)O.OS(=O)(=O)O. Cell line: UACC62. Synergy scores: CSS=39.6, Synergy_ZIP=-4.63, Synergy_Bliss=-3.62, Synergy_Loewe=-13.2, Synergy_HSA=-2.40. (6) Drug 2: CC1C(C(CC(O1)OC2CC(CC3=C2C(=C4C(=C3O)C(=O)C5=C(C4=O)C(=CC=C5)OC)O)(C(=O)CO)O)N)O.Cl. Drug 1: C1=NC2=C(N1)C(=S)N=CN2. Cell line: IGROV1. Synergy scores: CSS=41.3, Synergy_ZIP=0.317, Synergy_Bliss=1.16, Synergy_Loewe=-7.89, Synergy_HSA=3.11. (7) Drug 1: CC12CCC3C(C1CCC2O)C(CC4=C3C=CC(=C4)O)CCCCCCCCCS(=O)CCCC(C(F)(F)F)(F)F. Drug 2: C1=NC2=C(N=C(N=C2N1C3C(C(C(O3)CO)O)F)Cl)N. Cell line: MOLT-4. Synergy scores: CSS=31.7, Synergy_ZIP=3.76, Synergy_Bliss=1.06, Synergy_Loewe=-70.4, Synergy_HSA=-5.92.